Dataset: Full USPTO retrosynthesis dataset with 1.9M reactions from patents (1976-2016). Task: Predict the reactants needed to synthesize the given product. (1) Given the product [ClH:27].[N:20]1[CH:21]=[CH:22][CH:23]=[C:18]([NH:17][C:16]([N:14]2[CH2:13][CH2:12][C:11]3([CH2:25][CH2:26][NH:8][CH2:9][CH2:10]3)[CH2:15]2)=[O:24])[CH:19]=1, predict the reactants needed to synthesize it. The reactants are: C(OC([N:8]1[CH2:26][CH2:25][C:11]2([CH2:15][N:14]([C:16](=[O:24])[NH:17][C:18]3[CH:19]=[N:20][CH:21]=[CH:22][CH:23]=3)[CH2:13][CH2:12]2)[CH2:10][CH2:9]1)=O)(C)(C)C.[ClH:27].O1CCOCC1. (2) Given the product [CH2:28]([S:30]([N:6]1[CH2:7][CH:8]([C:9]2[CH:10]=[C:11]([C:15]3[CH:20]=[CH:19][CH:18]=[C:17]([S:21]([CH3:24])(=[O:22])=[O:23])[CH:16]=3)[CH:12]=[CH:13][CH:14]=2)[N:4]([CH:1]([CH3:3])[CH3:2])[C:5]1=[O:25])(=[O:32])=[O:31])[CH3:29], predict the reactants needed to synthesize it. The reactants are: [CH:1]([N:4]1[CH:8]([C:9]2[CH:10]=[C:11]([C:15]3[CH:20]=[CH:19][CH:18]=[C:17]([S:21]([CH3:24])(=[O:23])=[O:22])[CH:16]=3)[CH:12]=[CH:13][CH:14]=2)[CH2:7][NH:6][C:5]1=[O:25])([CH3:3])[CH3:2].[H-].[Na+].[CH2:28]([S:30](Cl)(=[O:32])=[O:31])[CH3:29]. (3) Given the product [Br:1][CH2:56][C:55]([C:58]1[CH:59]=[C:60]([C:69]([CH3:72])([CH3:71])[CH3:70])[C:61]2[O:66][CH2:65][C:64](=[O:67])[NH:63][C:62]=2[CH:68]=1)=[O:57], predict the reactants needed to synthesize it. The reactants are: [Br-:1].[Br-].[Br-].C([N+](CCCC)(CCCC)CCCC)CCC.C([N+](CCCC)(CCCC)CCCC)CCC.C([N+](CCCC)(CCCC)CCCC)CCC.[C:55]([C:58]1[CH:59]=[C:60]([C:69]([CH3:72])([CH3:71])[CH3:70])[C:61]2[O:66][CH2:65][C:64](=[O:67])[NH:63][C:62]=2[CH:68]=1)(=[O:57])[CH3:56].C(Cl)Cl.CO. (4) Given the product [I:1][C:2]1[N:7]=[C:6]([C:8]2[CH:13]=[CH:12][CH:11]=[CH:10][CH:9]=2)[C:5]([O:14][CH2:17][O:18][CH3:19])=[CH:4][CH:3]=1, predict the reactants needed to synthesize it. The reactants are: [I:1][C:2]1[N:7]=[C:6]([C:8]2[CH:13]=[CH:12][CH:11]=[CH:10][CH:9]=2)[C:5]([OH:14])=[CH:4][CH:3]=1.C1[CH2:19][O:18][CH2:17]C1.CC([O-])(C)C.[K+].COCCl. (5) Given the product [CH:1]([NH:4][C:5]1[C:10]2[C:11]([C:23]3[CH:28]=[C:27]([C:29]4[CH:30]=[N:31][N:32]([CH3:34])[CH:33]=4)[CH:26]=[CH:25][N:24]=3)=[N:12][NH:13][C:9]=2[CH:8]=[CH:7][N:6]=1)([CH3:3])[CH3:2], predict the reactants needed to synthesize it. The reactants are: [CH:1]([NH:4][C:5]1[C:10]2[C:11]([C:23]3[CH:28]=[C:27]([C:29]4[CH:30]=[N:31][N:32]([CH3:34])[CH:33]=4)[CH:26]=[CH:25][N:24]=3)=[N:12][N:13](CC3C=CC(OC)=CC=3)[C:9]=2[CH:8]=[CH:7][N:6]=1)([CH3:3])[CH3:2].ClC1C=CN=C(C2C3C(NC(C)C)=NC=CC=3N(CC3C=CC(OC)=CC=3)N=2)C=1.CN1C=C(B2OC(C)(C)C(C)(C)O2)C=N1.C([O-])([O-])=O.[Na+].[Na+]. (6) Given the product [CH:7]1(/[CH:8]=[CH:14]/[C:13]([O:16][CH3:17])=[O:15])[CH2:11][CH2:12][CH2:4][CH2:5][CH2:6]1, predict the reactants needed to synthesize it. The reactants are: [N+]([C:4]1[CH:12]=[CH:11][C:7]([C:8](O)=O)=[CH:6][CH:5]=1)([O-])=O.[C:13]([O:16][CH2:17]C)(=[O:15])[CH3:14]. (7) Given the product [CH2:1]([O:8][C:9]1[CH:10]=[CH:11][C:12]([CH2:15][CH2:16][C:17](=[O:19])[C:27]([F:38])([F:37])[F:26])=[CH:13][CH:14]=1)[C:2]1[CH:3]=[CH:4][CH:5]=[CH:6][CH:7]=1, predict the reactants needed to synthesize it. The reactants are: [CH2:1]([O:8][C:9]1[CH:14]=[CH:13][C:12]([CH2:15][CH2:16][C:17]([OH:19])=O)=[CH:11][CH:10]=1)[C:2]1[CH:7]=[CH:6][CH:5]=[CH:4][CH:3]=1.C(Cl)(=O)C(Cl)=O.[F:26][C:27]([F:38])([F:37])C(OC(=O)[C:27]([F:38])([F:37])[F:26])=O.N1C=CC=CC=1.